Dataset: Full USPTO retrosynthesis dataset with 1.9M reactions from patents (1976-2016). Task: Predict the reactants needed to synthesize the given product. (1) Given the product [CH2:20]([NH:26][C:11](=[O:13])[CH2:10][C:7]1[CH:6]=[CH:5][C:4]([B:1]([OH:2])[OH:3])=[CH:9][CH:8]=1)[CH2:21][CH2:22][CH2:23][CH2:24][CH3:25], predict the reactants needed to synthesize it. The reactants are: [B:1]([C:4]1[CH:9]=[CH:8][C:7]([CH2:10][C:11]([OH:13])=O)=[CH:6][CH:5]=1)([OH:3])[OH:2].C(Cl)(=O)C(Cl)=O.[CH2:20]([NH2:26])[CH2:21][CH2:22][CH2:23][CH2:24][CH3:25].C(N(CC)CC)C. (2) Given the product [C:1]([O:5][C:6](=[O:39])[NH:7][C@@H:8]1[C:26](=[O:27])[N:25]2[C@@H:21]([CH2:22][C@@H:23]([NH:28][C:46]([C:45]3[S:44][C:43]4[CH:49]=[CH:50][CH:51]=[CH:52][C:42]=4[C:41]=3[Cl:40])=[O:47])[CH2:24]2)[C:20](=[O:29])[NH:19][C@@:18]2([C:30]([NH:32][S:33]([CH:36]3[CH2:38][CH2:37]3)(=[O:34])=[O:35])=[O:31])[C@@H:16]([CH2:17]2)[CH:15]=[CH:14][CH2:13][CH2:12][CH2:11][CH2:10][CH2:9]1)([CH3:4])([CH3:2])[CH3:3], predict the reactants needed to synthesize it. The reactants are: [C:1]([O:5][C:6](=[O:39])[NH:7][C@@H:8]1[C:26](=[O:27])[N:25]2[C@@H:21]([CH2:22][C@@H:23]([NH2:28])[CH2:24]2)[C:20](=[O:29])[NH:19][C@@:18]2([C:30]([NH:32][S:33]([CH:36]3[CH2:38][CH2:37]3)(=[O:35])=[O:34])=[O:31])[C@@H:16]([CH2:17]2)[CH:15]=[CH:14][CH2:13][CH2:12][CH2:11][CH2:10][CH2:9]1)([CH3:4])([CH3:3])[CH3:2].[Cl:40][C:41]1[C:42]2[CH:52]=[CH:51][CH:50]=[CH:49][C:43]=2[S:44][C:45]=1[C:46](Cl)=[O:47].CCN(C(C)C)C(C)C. (3) Given the product [Cl:1][C:2]1[CH:3]=[C:4]([C:8]2[S:9][CH:10]=[C:11]([C@@H:13]3[CH2:18][C:17]([F:19])([F:20])[CH2:16][CH2:15][C@H:14]3[C:21]([O:23][CH3:24])=[O:22])[N:12]=2)[CH:5]=[N:6][CH:7]=1, predict the reactants needed to synthesize it. The reactants are: [Cl:1][C:2]1[CH:3]=[C:4]([C:8]2[S:9][CH:10]=[C:11]([C@@H:13]3[CH2:18][C:17]([F:20])([F:19])[CH2:16][CH2:15][C@H:14]3[C:21]([OH:23])=[O:22])[N:12]=2)[CH:5]=[N:6][CH:7]=1.[CH2:24]1CCN2C(=NCCC2)CC1.IC.